From a dataset of CYP1A2 inhibition data for predicting drug metabolism from PubChem BioAssay. Regression/Classification. Given a drug SMILES string, predict its absorption, distribution, metabolism, or excretion properties. Task type varies by dataset: regression for continuous measurements (e.g., permeability, clearance, half-life) or binary classification for categorical outcomes (e.g., BBB penetration, CYP inhibition). Dataset: cyp1a2_veith. (1) The compound is CCCC1CCC2(C)C3=C(CCC3)CC[N+]2(C)C1.[I-]. The result is 0 (non-inhibitor). (2) The molecule is COc1ccccc1-c1nc(NCc2cccnc2)c2ccccc2n1. The result is 1 (inhibitor). (3) The compound is CCCCNC(=S)NNC(=O)CCn1nc(C)c(Br)c1C. The result is 1 (inhibitor). (4) The molecule is O=C(c1ccco1)N1CCC2(CC1)CCN(c1ncccn1)CC2. The result is 0 (non-inhibitor). (5) The compound is Fc1ccc(CSc2nnc(-c3cc4c(s3)-c3ccccc3CC4)o2)cc1. The result is 1 (inhibitor). (6) The compound is O=C(O)/C=C\c1c2ccc(=O)c(O)c-2oc2c(O)c(O)ccc12. The result is 0 (non-inhibitor). (7) The drug is N[C@@H](CSCc1ccccc1)C(=O)O. The result is 0 (non-inhibitor). (8) The molecule is COc1cc(C)ccc1OCCCOc1ccccc1Br. The result is 1 (inhibitor). (9) The compound is Fc1ccc2c(c1)C1C=CCC1C(c1cc3c(cc1Br)OCO3)N2. The result is 1 (inhibitor). (10) The molecule is COc1ccc(NC(=O)CCC(=O)c2ccc(-c3ccccc3)cc2)cc1. The result is 0 (non-inhibitor).